Task: Predict the reactants needed to synthesize the given product.. Dataset: Full USPTO retrosynthesis dataset with 1.9M reactions from patents (1976-2016) (1) The reactants are: [NH2:1][C:2]1[C:11]2[N:10]=[C:9]([C:12]([NH2:14])=[O:13])[C:8](=[O:15])[N:7]([CH:16]3[C:20]([OH:22])([CH3:21])[CH:19]([OH:23])[CH:18]([CH2:24][OH:25])[O:17]3)[C:6]=2[N:5]=[C:4](SC)[N:3]=1. Given the product [NH2:1][C:2]1[C:11]2[N:10]=[C:9]([C:12]([NH2:14])=[O:13])[C:8](=[O:15])[N:7]([CH:16]3[C:20]([OH:22])([CH3:21])[CH:19]([OH:23])[CH:18]([CH2:24][OH:25])[O:17]3)[C:6]=2[N:5]=[CH:4][N:3]=1, predict the reactants needed to synthesize it. (2) Given the product [Br:23][C:24]1[CH:32]=[CH:31][C:27]2[CH2:28][CH2:29][O:30][C:26]=2[CH:25]=1.[O-:35][P:34]([O-:37])([O-:36])=[O:33].[K+:38].[K+:38].[K+:38].[Cl:1][C:2]1[CH:10]=[C:9]2[C:5]([C:6]([C:11]([O:13][CH3:14])=[O:12])=[CH:7][NH:8]2)=[CH:4][C:3]=1[C:24]1[CH:32]=[CH:31][C:27]2[CH2:28][CH2:29][O:30][C:26]=2[CH:25]=1, predict the reactants needed to synthesize it. The reactants are: [Cl:1][C:2]1[CH:10]=[C:9]2[C:5]([C:6]([C:11]([O:13][CH3:14])=[O:12])=[CH:7][NH:8]2)=[CH:4][C:3]=1B1OCC(C)(C)CO1.[Br:23][C:24]1[CH:32]=[CH:31][C:27]2[CH2:28][CH2:29][O:30][C:26]=2[CH:25]=1.[O-:33][P:34]([O-:37])([O-:36])=[O:35].[K+:38].[K+].[K+].